From a dataset of Reaction yield outcomes from USPTO patents with 853,638 reactions. Predict the reaction yield, written as a fraction of the theoretical maximum amount of product (1.0 means a 100% yield; for example, 0.34 means a 34% yield). (1) The reactants are [C:1]([C:3]1[CH:8]=[CH:7][C:6]([C:9]2[CH:14]=[CH:13][C:12]([O:15][CH2:16][CH2:17][CH2:18][C:19]([OH:21])=[O:20])=[CH:11][CH:10]=2)=[CH:5][CH:4]=1)#[N:2].C([O-])([O-])=O.[K+].[K+].Cl.[NH2:29][OH:30].Cl. The catalyst is O.C1COCC1.CCO. The product is [OH:30][NH:29][C:1]([C:3]1[CH:4]=[CH:5][C:6]([C:9]2[CH:14]=[CH:13][C:12]([O:15][CH2:16][CH2:17][CH2:18][C:19]([OH:21])=[O:20])=[CH:11][CH:10]=2)=[CH:7][CH:8]=1)=[NH:2]. The yield is 1.00. (2) The reactants are CC1C=CC(S(O[CH2:12][C@H:13]2[CH2:18][CH2:17][C@H:16]([N:19]3[C:23]4=C5SC=[CH:28][C:25]5=[N:26][CH:27]=[C:22]4[N:21]=[C:20]3[C@H:31]([OH:33])[CH3:32])[CH2:15][O:14]2)(=O)=O)=CC=1.[C-:34]#[N:35].[Na+].[CH3:37][S:38]([CH3:40])=O. The catalyst is CO. The product is [OH:33][C@@H:31]([C:20]1[N:19]([C@@H:16]2[CH2:15][O:14][C@@H:13]([CH2:12][C:34]#[N:35])[CH2:18][CH2:17]2)[C:23]2=[C:40]3[S:38][CH:37]=[CH:28][C:25]3=[N:26][CH:27]=[C:22]2[N:21]=1)[CH3:32]. The yield is 0.760. (3) The reactants are [O:1]1[CH2:3][CH:2]1[CH2:4][O:5][C:6]1[CH:7]=[C:8]([CH:16]=[CH:17][CH:18]=1)[CH2:9][NH:10][CH:11]1[CH2:15][CH2:14][CH2:13][CH2:12]1.[CH3:19][C:20]([O:23][C:24](O[C:24]([O:23][C:20]([CH3:22])([CH3:21])[CH3:19])=[O:25])=[O:25])([CH3:22])[CH3:21]. The catalyst is C1COCC1. The product is [CH:11]1([N:10]([CH2:9][C:8]2[CH:16]=[CH:17][CH:18]=[C:6]([O:5][CH2:4][CH:2]3[CH2:3][O:1]3)[CH:7]=2)[C:24](=[O:25])[O:23][C:20]([CH3:22])([CH3:21])[CH3:19])[CH2:15][CH2:14][CH2:13][CH2:12]1. The yield is 0.860. (4) The reactants are [Cl:1][C:2]1[C:3]([C:15]2[C:23]3[C:18](=[CH:19][CH:20]=[CH:21][CH:22]=3)[N:17]([S:24]([C:27]3[CH:32]=[CH:31][CH:30]=[CH:29][CH:28]=3)(=[O:26])=[O:25])[CH:16]=2)=[N:4][C:5]([NH:8][CH2:9][C:10]([CH3:14])([CH3:13])[CH2:11][NH2:12])=[N:6][CH:7]=1.[C:33]([O:37][C:38]([NH:40][C:41]1[CH:49]=[CH:48][C:44]([C:45](O)=[O:46])=[CH:43][CH:42]=1)=[O:39])([CH3:36])([CH3:35])[CH3:34].CCN(CC)CC.CN(C(ON1N=NC2C=CC=CC1=2)=[N+](C)C)C.F[P-](F)(F)(F)(F)F. The catalyst is CN(C=O)C.CCOC(C)=O. The product is [Cl:1][C:2]1[C:3]([C:15]2[C:23]3[C:18](=[CH:19][CH:20]=[CH:21][CH:22]=3)[N:17]([S:24]([C:27]3[CH:32]=[CH:31][CH:30]=[CH:29][CH:28]=3)(=[O:26])=[O:25])[CH:16]=2)=[N:4][C:5]([NH:8][CH2:9][C:10]([CH3:14])([CH3:13])[CH2:11][NH:12][C:45]([C:44]2[CH:43]=[CH:42][C:41]([NH:40][C:38](=[O:39])[O:37][C:33]([CH3:35])([CH3:34])[CH3:36])=[CH:49][CH:48]=2)=[O:46])=[N:6][CH:7]=1. The yield is 1.00. (5) The reactants are [CH2:1]([N:8]([CH2:16][C@@H:17]1[CH2:22][CH2:21][C@H:20]([CH2:23][OH:24])[CH2:19][CH2:18]1)[CH2:9][C:10]1[CH:15]=[CH:14][CH:13]=[CH:12][CH:11]=1)[C:2]1[CH:7]=[CH:6][CH:5]=[CH:4][CH:3]=1.[C:25]1(P([C:25]2[CH:30]=[CH:29][CH:28]=[CH:27][CH:26]=2)[C:25]2[CH:30]=[CH:29][CH:28]=[CH:27][CH:26]=2)[CH:30]=[CH:29][CH:28]=[CH:27][CH:26]=1.C1(O)C=CC=CC=1.CC(OC(/N=N/C(OC(C)C)=O)=O)C. The catalyst is C1(C)C=CC=CC=1. The product is [CH2:1]([N:8]([CH2:9][C:10]1[CH:11]=[CH:12][CH:13]=[CH:14][CH:15]=1)[CH2:16][C@H:17]1[CH2:22][CH2:21][C@@H:20]([CH2:23][O:24][C:25]2[CH:30]=[CH:29][CH:28]=[CH:27][CH:26]=2)[CH2:19][CH2:18]1)[C:2]1[CH:3]=[CH:4][CH:5]=[CH:6][CH:7]=1. The yield is 0.940. (6) The reactants are [CH2:1]([S:3]([N:6]1[CH2:11][CH2:10][CH:9]([C:12]2[C:20]3[C:15](=[C:16]([C:35]([NH2:37])=[O:36])[CH:17]=[C:18]([C:21]4[CH:25]=[C:24]([CH2:26][N:27]5[CH2:31][CH2:30][CH2:29][CH:28]5[CH2:32][CH2:33][CH3:34])[S:23][CH:22]=4)[CH:19]=3)[NH:14][CH:13]=2)[CH2:8][CH2:7]1)(=[O:5])=[O:4])[CH3:2].C([CH:41]1CC[CH2:43][NH:42]1)CC. No catalyst specified. The product is [CH2:1]([S:3]([N:6]1[CH2:11][CH2:10][CH:9]([C:12]2[C:20]3[C:15](=[C:16]([C:35]([NH2:37])=[O:36])[CH:17]=[C:18]([C:21]4[CH:25]=[C:24]([CH2:26][N:27]5[CH2:31][CH2:30][CH2:29][CH:28]5[C:32]5[CH:41]=[N:42][CH:43]=[CH:34][CH:33]=5)[S:23][CH:22]=4)[CH:19]=3)[NH:14][CH:13]=2)[CH2:8][CH2:7]1)(=[O:4])=[O:5])[CH3:2]. The yield is 0.225. (7) The reactants are [O:1]1[C:5]2[CH:6]=[CH:7][C:8]([S:10]([Cl:13])(=[O:12])=[O:11])=[CH:9][C:4]=2[CH2:3][CH2:2]1.Cl.Cl.[CH2:16]1[C:26]2=[C:27]3[C:22](=[CH:23][CH:24]=[CH:25]2)[CH2:21][CH2:20][N:19]([CH2:28][CH2:29][CH2:30][NH2:31])[CH:18]3[CH2:17]1.CCN(C(C)C)C(C)C. The catalyst is C(Cl)Cl. The product is [ClH:13].[CH2:16]1[C:26]2=[C:27]3[C:22](=[CH:23][CH:24]=[CH:25]2)[CH2:21][CH2:20][N:19]([CH2:28][CH2:29][CH2:30][NH:31][S:10]([C:8]2[CH:7]=[CH:6][C:5]4[O:1][CH2:2][CH2:3][C:4]=4[CH:9]=2)(=[O:12])=[O:11])[CH:18]3[CH2:17]1. The yield is 0.770. (8) The reactants are [C:1]([C:5]1[O:9][N:8]=[C:7]([NH:10][C:11]([NH:13][C:14]2[CH:19]=[CH:18][CH:17]=[C:16]([S:20][C:21]3[C:30]4[C:25](=[CH:26][C:27]([O:33][CH2:34][CH2:35]Cl)=[C:28]([O:31][CH3:32])[CH:29]=4)[N:24]=[CH:23][N:22]=3)[CH:15]=2)=[O:12])[CH:6]=1)([CH3:4])([CH3:3])[CH3:2].[N:37]1([CH2:43][CH2:44][OH:45])[CH2:42][CH2:41][NH:40][CH2:39][CH2:38]1.C(N(C(C)C)CC)(C)C. The catalyst is [I-].C([N+](CCCC)(CCCC)CCCC)CCC. The product is [C:1]([C:5]1[O:9][N:8]=[C:7]([NH:10][C:11]([NH:13][C:14]2[CH:19]=[CH:18][CH:17]=[C:16]([S:20][C:21]3[C:30]4[C:25](=[CH:26][C:27]([O:33][CH2:34][CH2:35][N:40]5[CH2:41][CH2:42][N:37]([CH2:43][CH2:44][OH:45])[CH2:38][CH2:39]5)=[C:28]([O:31][CH3:32])[CH:29]=4)[N:24]=[CH:23][N:22]=3)[CH:15]=2)=[O:12])[CH:6]=1)([CH3:4])([CH3:3])[CH3:2]. The yield is 0.130. (9) The reactants are [Br:1][C:2]1[CH:7]=[CH:6][C:5]([C@@H:8]([N:10]2[CH2:15][CH2:14][C@:13]([CH2:23][CH:24]([CH3:27])[C:25]#[N:26])([C:16]3[CH:21]=[CH:20][C:19]([F:22])=[CH:18][CH:17]=3)[O:12][C:11]2=[O:28])[CH3:9])=[CH:4][CH:3]=1.CI.[Li+].[CH3:32][Si]([N-][Si](C)(C)C)(C)C. The catalyst is C1COCC1. The product is [Br:1][C:2]1[CH:7]=[CH:6][C:5]([C@@H:8]([N:10]2[CH2:15][CH2:14][C@:13]([CH2:23][C:24]([CH3:32])([CH3:27])[C:25]#[N:26])([C:16]3[CH:21]=[CH:20][C:19]([F:22])=[CH:18][CH:17]=3)[O:12][C:11]2=[O:28])[CH3:9])=[CH:4][CH:3]=1. The yield is 0.740.